From a dataset of Peptide-MHC class II binding affinity with 134,281 pairs from IEDB. Regression. Given a peptide amino acid sequence and an MHC pseudo amino acid sequence, predict their binding affinity value. This is MHC class II binding data. (1) The peptide sequence is MQDLELSWNLNGLQAY. The MHC is DRB1_0401 with pseudo-sequence DRB1_0401. The binding affinity (normalized) is 0.468. (2) The peptide sequence is IYQILVIYSTVASSLVLSVS. The MHC is DRB1_0701 with pseudo-sequence DRB1_0701. The binding affinity (normalized) is 0.409.